The task is: Predict the product of the given reaction.. This data is from Forward reaction prediction with 1.9M reactions from USPTO patents (1976-2016). (1) Given the reactants [Cl:1][C:2]1[C:3]([O:32]C)=[C:4]([NH:12][C:13]2[C:22]3[C:17](=[CH:18][C:19]([O:25][CH2:26][CH2:27][O:28][CH3:29])=[C:20]([O:23][CH3:24])[CH:21]=3)[N:16]=[CH:15]C=2C#N)[CH:5]=[C:6]([O:10]C)[C:7]=1[O:8][CH3:9].O.C(#[N:37])C, predict the reaction product. The product is: [Cl:1][C:2]1[C:3](=[O:32])[C:4]([NH:12][C:13]2[C:22]3[C:17](=[CH:18][C:19]([O:25][CH2:26][CH2:27][O:28][CH3:29])=[C:20]([O:23][CH3:24])[CH:21]=3)[N:16]=[CH:15][N:37]=2)=[CH:5][C:6](=[O:10])[C:7]=1[O:8][CH3:9]. (2) Given the reactants [C:1]([C:3]([C:19]1[CH:24]=[CH:23][CH:22]=[CH:21][CH:20]=1)([CH2:16][CH:17]=C)[CH2:4][C:5]([NH:7][CH2:8][C:9]1[CH:14]=[CH:13][C:12]([F:15])=[CH:11][CH:10]=1)=[O:6])#[N:2].CSC, predict the reaction product. The product is: [C:1]([C:3]1([C:19]2[CH:20]=[CH:21][CH:22]=[CH:23][CH:24]=2)[CH:16]=[CH:17][N:7]([CH2:8][C:9]2[CH:10]=[CH:11][C:12]([F:15])=[CH:13][CH:14]=2)[C:5](=[O:6])[CH2:4]1)#[N:2]. (3) Given the reactants [O:1]([C:8]1[CH:13]=[CH:12][CH:11]=[CH:10][C:9]=1[NH:14][S:15]([C:18]1[CH:26]=[CH:25][C:21]([C:22](O)=[O:23])=[CH:20][CH:19]=1)(=[O:17])=[O:16])[C:2]1[CH:7]=[CH:6][CH:5]=[CH:4][CH:3]=1.[CH3:27][O:28][C:29](=[O:34])[C@@H:30]([NH2:33])[CH2:31][OH:32], predict the reaction product. The product is: [CH3:27][O:28][C:29](=[O:34])[C@@H:30]([NH:33][C:22](=[O:23])[C:21]1[CH:20]=[CH:19][C:18]([S:15](=[O:16])(=[O:17])[NH:14][C:9]2[CH:10]=[CH:11][CH:12]=[CH:13][C:8]=2[O:1][C:2]2[CH:7]=[CH:6][CH:5]=[CH:4][CH:3]=2)=[CH:26][CH:25]=1)[CH2:31][OH:32]. (4) Given the reactants [NH2:1][CH:2]1[C:11]2[C:6](=[CH:7][CH:8]=[C:9]([N+:12]([O-:14])=[O:13])[CH:10]=2)[NH:5][CH:4]([C:15]([CH3:19])([CH3:18])[CH2:16][OH:17])[CH2:3]1.CS[N:22]=[C:23]=[O:24].N1C=CC=C[CH:26]=1, predict the reaction product. The product is: [CH3:26][NH:22][C:23]([NH:1][CH:2]1[C:11]2[C:6](=[CH:7][CH:8]=[C:9]([N+:12]([O-:14])=[O:13])[CH:10]=2)[NH:5][CH:4]([C:15]([CH3:19])([CH3:18])[CH2:16][OH:17])[CH2:3]1)=[O:24]. (5) Given the reactants [N+:1]([C:4]1[CH:9]=[CH:8][C:7]([CH2:10][OH:11])=[CH:6][CH:5]=1)([O-:3])=[O:2].[CH3:12][S:13](Cl)(=[O:15])=[O:14], predict the reaction product. The product is: [CH3:12][S:13]([O:11][CH2:10][C:7]1[CH:6]=[CH:5][C:4]([N+:1]([O-:3])=[O:2])=[CH:9][CH:8]=1)(=[O:15])=[O:14]. (6) Given the reactants [CH:1]1([N:6](CC2C=CC(OC)=CC=2OC)[C:7]2[C:12]([N+:13]([O-:15])=[O:14])=[C:11]([NH:16]CC3C=CC(OC)=CC=3OC)[N:10]=[C:9]([C:28]#[N:29])[N:8]=2)[CH2:5][CH2:4][CH2:3][CH2:2]1.FC(F)(F)C(O)=O, predict the reaction product. The product is: [NH2:16][C:11]1[C:12]([N+:13]([O-:15])=[O:14])=[C:7]([NH:6][CH:1]2[CH2:5][CH2:4][CH2:3][CH2:2]2)[N:8]=[C:9]([C:28]#[N:29])[N:10]=1. (7) Given the reactants [OH:1][C:2]1[C:3]([C:19]([OH:21])=O)=[N:4][N:5]2[C@@H:10]([C:11]3[CH:16]=[CH:15][CH:14]=[CH:13][CH:12]=3)[CH2:9][N:8]([CH3:17])[C:7](=[O:18])[C:6]=12.C1C=NC2N(O)N=NC=2C=1.C(Cl)CCl.Cl.[NH2:37][CH2:38][C:39]1[CH:48]=[CH:47][C:46]([F:49])=[CH:45][C:40]=1[C:41]([O:43][CH3:44])=[O:42].C(N(CC)CC)C, predict the reaction product. The product is: [F:49][C:46]1[CH:47]=[CH:48][C:39]([CH2:38][NH:37][C:19]([C:3]2[C:2]([OH:1])=[C:6]3[C:7](=[O:18])[N:8]([CH3:17])[CH2:9][C@H:10]([C:11]4[CH:12]=[CH:13][CH:14]=[CH:15][CH:16]=4)[N:5]3[N:4]=2)=[O:21])=[C:40]([CH:45]=1)[C:41]([O:43][CH3:44])=[O:42]. (8) Given the reactants [F:1][C:2]([F:20])([F:19])[C:3]1[CH:4]=[C:5]([S:9]([CH:12]2[CH2:17][CH2:16][CH:15]([OH:18])[CH2:14][CH2:13]2)(=[O:11])=[O:10])[CH:6]=[CH:7][CH:8]=1.[CH3:21][S:22](Cl)(=[O:24])=[O:23], predict the reaction product. The product is: [CH3:21][S:22]([O:18][CH:15]1[CH2:14][CH2:13][CH:12]([S:9]([C:5]2[CH:6]=[CH:7][CH:8]=[C:3]([C:2]([F:1])([F:19])[F:20])[CH:4]=2)(=[O:11])=[O:10])[CH2:17][CH2:16]1)(=[O:24])=[O:23]. (9) Given the reactants [F:1][C:2]([F:20])([F:19])[C:3]1[CH:8]=[CH:7][C:6]([C:9]2[C:18]3[C:13](=[CH:14][CH:15]=[N:16][CH:17]=3)[CH2:12][CH2:11][N:10]=2)=[CH:5][CH:4]=1.[BH4-].[Na+], predict the reaction product. The product is: [F:20][C:2]([F:1])([F:19])[C:3]1[CH:4]=[CH:5][C:6]([CH:9]2[C:18]3[C:13](=[CH:14][CH:15]=[N:16][CH:17]=3)[CH2:12][CH2:11][NH:10]2)=[CH:7][CH:8]=1. (10) Given the reactants [CH3:1][S:2]([C:5]1[CH:6]=[C:7]([CH:29]=[CH:30][CH:31]=1)[O:8][C:9]1[CH:10]=[C:11]([NH:15][C:16]2[CH:21]=[CH:20][CH:19]=[C:18]([C:22]([F:25])([F:24])[F:23])[C:17]=2[N+:26]([O-])=O)[CH:12]=[CH:13][CH:14]=1)(=[O:4])=[O:3].Cl.CC(O)=O.CCOC(C)=O, predict the reaction product. The product is: [CH3:1][S:2]([C:5]1[CH:6]=[C:7]([CH:29]=[CH:30][CH:31]=1)[O:8][C:9]1[CH:10]=[C:11]([NH:15][C:16]2[C:17]([NH2:26])=[C:18]([C:22]([F:23])([F:24])[F:25])[CH:19]=[CH:20][CH:21]=2)[CH:12]=[CH:13][CH:14]=1)(=[O:3])=[O:4].